From a dataset of Peptide-MHC class II binding affinity with 134,281 pairs from IEDB. Regression. Given a peptide amino acid sequence and an MHC pseudo amino acid sequence, predict their binding affinity value. This is MHC class II binding data. (1) The peptide sequence is YEVRAELPGVDPDKD. The MHC is DRB5_0101 with pseudo-sequence DRB5_0101. The binding affinity (normalized) is 0.0457. (2) The peptide sequence is RSLRTVTPIRMQGGY. The MHC is HLA-DQA10301-DQB10302 with pseudo-sequence HLA-DQA10301-DQB10302. The binding affinity (normalized) is 0.178.